From a dataset of NCI-60 drug combinations with 297,098 pairs across 59 cell lines. Regression. Given two drug SMILES strings and cell line genomic features, predict the synergy score measuring deviation from expected non-interaction effect. (1) Drug 1: C1C(C(OC1N2C=C(C(=O)NC2=O)F)CO)O. Drug 2: B(C(CC(C)C)NC(=O)C(CC1=CC=CC=C1)NC(=O)C2=NC=CN=C2)(O)O. Cell line: LOX IMVI. Synergy scores: CSS=51.3, Synergy_ZIP=-1.84, Synergy_Bliss=-1.69, Synergy_Loewe=-6.18, Synergy_HSA=-0.229. (2) Drug 1: C1=CC(=CC=C1CC(C(=O)O)N)N(CCCl)CCCl.Cl. Drug 2: C1CC(C1)(C(=O)O)C(=O)O.[NH2-].[NH2-].[Pt+2]. Cell line: A498. Synergy scores: CSS=-0.0850, Synergy_ZIP=-3.80, Synergy_Bliss=-4.30, Synergy_Loewe=-8.25, Synergy_HSA=-6.79. (3) Drug 1: CC1=CC=C(C=C1)C2=CC(=NN2C3=CC=C(C=C3)S(=O)(=O)N)C(F)(F)F. Drug 2: C1=NC2=C(N=C(N=C2N1C3C(C(C(O3)CO)O)O)F)N. Cell line: NCI-H460. Synergy scores: CSS=-2.44, Synergy_ZIP=8.53, Synergy_Bliss=1.63, Synergy_Loewe=-3.80, Synergy_HSA=-3.64. (4) Drug 2: CCC(=C(C1=CC=CC=C1)C2=CC=C(C=C2)OCCN(C)C)C3=CC=CC=C3.C(C(=O)O)C(CC(=O)O)(C(=O)O)O. Synergy scores: CSS=58.3, Synergy_ZIP=1.09, Synergy_Bliss=0.791, Synergy_Loewe=-4.62, Synergy_HSA=-1.91. Cell line: CCRF-CEM. Drug 1: CC12CCC3C(C1CCC2=O)CC(=C)C4=CC(=O)C=CC34C. (5) Drug 1: CC(C)(C#N)C1=CC(=CC(=C1)CN2C=NC=N2)C(C)(C)C#N. Drug 2: C1CC(=O)NC(=O)C1N2C(=O)C3=CC=CC=C3C2=O. Cell line: SF-268. Synergy scores: CSS=-1.73, Synergy_ZIP=0.260, Synergy_Bliss=-0.668, Synergy_Loewe=-1.91, Synergy_HSA=-2.02. (6) Drug 1: CN(C)N=NC1=C(NC=N1)C(=O)N. Drug 2: C1=CC=C(C(=C1)C(C2=CC=C(C=C2)Cl)C(Cl)Cl)Cl. Cell line: RXF 393. Synergy scores: CSS=1.42, Synergy_ZIP=-0.386, Synergy_Bliss=-0.666, Synergy_Loewe=-1.86, Synergy_HSA=-1.53.